From a dataset of Peptide-MHC class I binding affinity with 185,985 pairs from IEDB/IMGT. Regression. Given a peptide amino acid sequence and an MHC pseudo amino acid sequence, predict their binding affinity value. This is MHC class I binding data. (1) The MHC is HLA-A11:01 with pseudo-sequence HLA-A11:01. The peptide sequence is AQRPAKYSY. The binding affinity (normalized) is 0.0847. (2) The peptide sequence is YEVKYPNL. The MHC is H-2-Kb with pseudo-sequence H-2-Kb. The binding affinity (normalized) is 0.265.